This data is from Buchwald-Hartwig C-N cross coupling reaction yields with 55,370 reactions. The task is: Predict the reaction yield, written as a fraction of the theoretical maximum amount of product (1.0 means a 100% yield; for example, 0.34 means a 34% yield). (1) The reactants are Ic1ccccn1.Cc1ccc(N)cc1.O=S(=O)(O[Pd]1c2ccccc2-c2ccccc2N~1)C(F)(F)F.CC(C)c1cc(C(C)C)c(-c2ccccc2P(C2CCCCC2)C2CCCCC2)c(C(C)C)c1.CN(C)C(=NC(C)(C)C)N(C)C.c1ccc2nocc2c1. No catalyst specified. The product is Cc1ccc(Nc2ccccn2)cc1. The yield is 0.423. (2) The reactants are Brc1ccccn1.Cc1ccc(N)cc1.O=S(=O)(O[Pd]1c2ccccc2-c2ccccc2N~1)C(F)(F)F.CC(C)c1cc(C(C)C)c(-c2ccccc2P(C2CCCCC2)C2CCCCC2)c(C(C)C)c1.CCN=P(N=P(N(C)C)(N(C)C)N(C)C)(N(C)C)N(C)C.Cc1cc(-c2ccccc2)on1. No catalyst specified. The product is Cc1ccc(Nc2ccccn2)cc1. The yield is 0.232. (3) The reactants are COc1ccc(Br)cc1.Cc1ccc(N)cc1.O=S(=O)(O[Pd]1c2ccccc2-c2ccccc2N~1)C(F)(F)F.CC(C)c1cc(C(C)C)c(-c2ccccc2P(C2CCCCC2)C2CCCCC2)c(C(C)C)c1.CN(C)C(=NC(C)(C)C)N(C)C.Fc1cccc(F)c1-c1ccno1. No catalyst specified. The product is COc1ccc(Nc2ccc(C)cc2)cc1. The yield is 0.0284. (4) The reactants are Clc1ccccn1.Cc1ccc(N)cc1.O=S(=O)(O[Pd]1c2ccccc2-c2ccccc2N~1)C(F)(F)F.COc1ccc(OC)c(P(C(C)(C)C)C(C)(C)C)c1-c1c(C(C)C)cc(C(C)C)cc1C(C)C.CN(C)C(=NC(C)(C)C)N(C)C.CCOC(=O)c1cc(C)on1. No catalyst specified. The product is Cc1ccc(Nc2ccccn2)cc1. The yield is 0.703.